Dataset: Catalyst prediction with 721,799 reactions and 888 catalyst types from USPTO. Task: Predict which catalyst facilitates the given reaction. (1) Reactant: C([O:3][C:4]([C:6]1[N:7]=[C:8]([C:11]2[CH:16]=[CH:15][C:14]([S:17]([CH3:20])(=[O:19])=[O:18])=[C:13]([F:21])[CH:12]=2)[O:9][CH:10]=1)=[O:5])C.[OH-].[Na+]. Product: [F:21][C:13]1[CH:12]=[C:11]([C:8]2[O:9][CH:10]=[C:6]([C:4]([OH:5])=[O:3])[N:7]=2)[CH:16]=[CH:15][C:14]=1[S:17]([CH3:20])(=[O:19])=[O:18]. The catalyst class is: 7. (2) Reactant: I[CH2:2][CH3:3].[OH:4][CH2:5][C@H:6]1[C@H:10]([CH3:11])[O:9][C:8]([CH3:13])([CH3:12])[N:7]1[C:14]([O:16][C:17]([CH3:20])([CH3:19])[CH3:18])=[O:15].[H-].[Na+]. Product: [CH2:2]([O:4][CH2:5][C@H:6]1[C@H:10]([CH3:11])[O:9][C:8]([CH3:12])([CH3:13])[N:7]1[C:14]([O:16][C:17]([CH3:19])([CH3:18])[CH3:20])=[O:15])[CH3:3]. The catalyst class is: 3. (3) Reactant: [CH3:1][S:2]([NH:5][C:6]1[CH:7]=[C:8]([NH:18]C(=O)OC(C)(C)C)[CH:9]=[C:10]([N:12]2[CH2:17][CH2:16][O:15][CH2:14][CH2:13]2)[CH:11]=1)(=[O:4])=[O:3].Cl. Product: [NH2:18][C:8]1[CH:7]=[C:6]([NH:5][S:2]([CH3:1])(=[O:4])=[O:3])[CH:11]=[C:10]([N:12]2[CH2:17][CH2:16][O:15][CH2:14][CH2:13]2)[CH:9]=1. The catalyst class is: 5. (4) Product: [Br:32][C:18]1[CH:17]=[C:16]([CH2:15][N:12]2[CH2:11][CH2:10][N:9]([CH2:8][CH2:7][O:6][Si:5]([C:1]([CH3:4])([CH3:3])[CH3:2])([CH3:24])[CH3:23])[CH2:14][CH2:13]2)[CH:21]=[CH:20][C:19]=1[NH2:22]. Reactant: [C:1]([Si:5]([CH3:24])([CH3:23])[O:6][CH2:7][CH2:8][N:9]1[CH2:14][CH2:13][N:12]([CH2:15][C:16]2[CH:21]=[CH:20][C:19]([NH2:22])=[CH:18][CH:17]=2)[CH2:11][CH2:10]1)([CH3:4])([CH3:3])[CH3:2].C1C(=O)N([Br:32])C(=O)C1. The catalyst class is: 23. (5) Reactant: Cl[C:2]([O:4][C:5]1[CH:10]=[CH:9][CH:8]=[CH:7][CH:6]=1)=[O:3].[S:11]1[C:15]([NH2:16])=[N:14][CH:13]=[N:12]1. Product: [C:5]1([O:4][C:2](=[O:3])[NH:16][C:15]2[S:11][N:12]=[CH:13][N:14]=2)[CH:10]=[CH:9][CH:8]=[CH:7][CH:6]=1. The catalyst class is: 341. (6) Reactant: [CH3:1][C:2]1[C:10]2[C:5](=[CH:6][CH:7]=[CH:8][CH:9]=2)[CH2:4][C:3]=1[C:11]([OH:13])=O.[C:14]([O:18][C:19](=[O:37])[C@@H:20]([NH:31][C:32](=[O:36])[C@@H:33]([NH2:35])[CH3:34])[CH2:21][C:22]1[C:30]2[C:25](=[CH:26][CH:27]=[CH:28][CH:29]=2)[NH:24][CH:23]=1)([CH3:17])([CH3:16])[CH3:15].C(N(CC)C(C)C)(C)C.CN(C(ON1N=NC2C=CC=NC1=2)=[N+](C)C)C.F[P-](F)(F)(F)(F)F. Product: [C:14]([O:18][C:19](=[O:37])[C@@H:20]([NH:31][C:32](=[O:36])[C@@H:33]([NH:35][C:11]([C:3]1[CH2:4][C:5]2[C:10]([C:2]=1[CH3:1])=[CH:9][CH:8]=[CH:7][CH:6]=2)=[O:13])[CH3:34])[CH2:21][C:22]1[C:30]2[C:25](=[CH:26][CH:27]=[CH:28][CH:29]=2)[NH:24][CH:23]=1)([CH3:15])([CH3:16])[CH3:17]. The catalyst class is: 18. (7) Reactant: [Si]([O:8][CH2:9][CH2:10][N:11]1[CH2:15][C@H:14]([CH:16]([CH3:18])[CH3:17])[N:13]([C:19]2[CH:24]=[CH:23][N:22]3[N:25]=[CH:26][C:27]([C:28]4[CH:33]=[CH:32][C:31]([C:34]5[N:38]=[CH:37][N:36]([CH2:39][O:40][CH2:41][CH2:42][Si:43]([CH3:46])([CH3:45])[CH3:44])[N:35]=5)=[CH:30][CH:29]=4)=[C:21]3[N:20]=2)[C:12]1=[O:47])(C(C)(C)C)(C)C.[F-].C([N+](CCCC)(CCCC)CCCC)CCC.O. Product: [OH:8][CH2:9][CH2:10][N:11]1[CH2:15][C@H:14]([CH:16]([CH3:18])[CH3:17])[N:13]([C:19]2[CH:24]=[CH:23][N:22]3[N:25]=[CH:26][C:27]([C:28]4[CH:29]=[CH:30][C:31]([C:34]5[N:38]=[CH:37][N:36]([CH2:39][O:40][CH2:41][CH2:42][Si:43]([CH3:45])([CH3:44])[CH3:46])[N:35]=5)=[CH:32][CH:33]=4)=[C:21]3[N:20]=2)[C:12]1=[O:47]. The catalyst class is: 1. (8) Reactant: [C:1]([C:5]1[O:9][N:8]=[C:7]([NH:10][C:11](=[O:38])[CH2:12][C:13]2[CH:18]=[CH:17][C:16]([C:19]3[CH:20]=[C:21]4[C:27]([CH3:28])=[N:26][N:25](CC5C=CC(OC)=CC=5)[C:22]4=[N:23][CH:24]=3)=[CH:15][CH:14]=2)[CH:6]=1)([CH3:4])([CH3:3])[CH3:2]. Product: [C:1]([C:5]1[O:9][N:8]=[C:7]([NH:10][C:11](=[O:38])[CH2:12][C:13]2[CH:18]=[CH:17][C:16]([C:19]3[CH:20]=[C:21]4[C:27]([CH3:28])=[N:26][NH:25][C:22]4=[N:23][CH:24]=3)=[CH:15][CH:14]=2)[CH:6]=1)([CH3:4])([CH3:3])[CH3:2]. The catalyst class is: 55. (9) Reactant: [F:1][C:2]([F:20])([F:19])[C:3]([N:5]1[CH2:10][CH2:9][CH:8]([C:11]2[CH:16]=[CH:15][CH:14]=[CH:13][C:12]=2[O:17][CH3:18])[CH2:7][CH2:6]1)=[O:4].[Cl:21][C:22]1[CH:27]=[CH:26][C:25]([S:28](Cl)(=[O:30])=[O:29])=[CH:24][CH:23]=1.[Cl-].[Al+3].[Cl-].[Cl-].Cl. Product: [Cl:21][C:22]1[CH:27]=[CH:26][C:25]([S:28]([C:15]2[CH:14]=[CH:13][C:12]([O:17][CH3:18])=[C:11]([CH:8]3[CH2:9][CH2:10][N:5]([C:3](=[O:4])[C:2]([F:1])([F:19])[F:20])[CH2:6][CH2:7]3)[CH:16]=2)(=[O:30])=[O:29])=[CH:24][CH:23]=1. The catalyst class is: 26.